From a dataset of Forward reaction prediction with 1.9M reactions from USPTO patents (1976-2016). Predict the product of the given reaction. (1) Given the reactants [ClH:1].Cl.[NH2:3][CH2:4][CH2:5][C:6]1[N:10]=[CH:9][NH:8][CH:7]=1.[OH-].[K+].O.[F:14][C:15]([F:19])([F:18])[CH:16]=O.Cl, predict the reaction product. The product is: [ClH:1].[F:14][C:15]([F:19])([F:18])[CH:16]1[C:7]2[N:8]=[CH:9][NH:10][C:6]=2[CH2:5][CH2:4][NH:3]1. (2) The product is: [Br:1][C:2]1[N:7]=[C:6]2[N:8]([C:13]3[CH:18]=[CH:17][CH:16]=[C:15]([N:19]4[N:28]=[CH:27][C:26]5[C:21](=[C:22]([F:33])[CH:23]=[C:24]([C:29]([CH3:31])([CH3:32])[CH3:30])[CH:25]=5)[C:20]4=[O:34])[C:14]=3[CH2:35][OH:36])[CH:9]=[C:10]([C:11]([NH2:12])=[O:39])[C:5]2=[CH:4][CH:3]=1. Given the reactants [Br:1][C:2]1[N:7]=[C:6]2[N:8]([C:13]3[CH:18]=[CH:17][CH:16]=[C:15]([N:19]4[N:28]=[CH:27][C:26]5[C:21](=[C:22]([F:33])[CH:23]=[C:24]([C:29]([CH3:32])([CH3:31])[CH3:30])[CH:25]=5)[C:20]4=[O:34])[C:14]=3[CH2:35][OH:36])[CH:9]=[C:10]([C:11]#[N:12])[C:5]2=[CH:4][CH:3]=1.C([OH:39])C, predict the reaction product. (3) Given the reactants [NH2:1][C:2]1[CH:7]=[CH:6][CH:5]=[CH:4][CH:3]=1.[Cl-].C(C1C=CC=C(CCC)C=1[N+]1[CH:25]=[CH:24][N:23]([C:26]2[C:31]([CH2:32][CH2:33][CH3:34])=CC=CC=2CCC)C=1)CC.CC(C)([O-:41])C.[Na+].[C:44]1(C)[CH:49]=[CH:48][CH:47]=[CH:46][CH:45]=1, predict the reaction product. The product is: [N:23]12[CH2:24][CH2:25][CH:32]([CH2:33][CH2:34]1)[CH:31]([O:41][C:5]1[CH:6]=[CH:7][C:2]([NH:1][C:44]3[CH:45]=[CH:46][CH:47]=[CH:48][CH:49]=3)=[CH:3][CH:4]=1)[CH2:26]2.